The task is: Regression. Given a peptide amino acid sequence and an MHC pseudo amino acid sequence, predict their binding affinity value. This is MHC class II binding data.. This data is from Peptide-MHC class II binding affinity with 134,281 pairs from IEDB. (1) The peptide sequence is GPDGRLLRGH. The MHC is DRB1_0402 with pseudo-sequence DRB1_0402. The binding affinity (normalized) is 0. (2) The peptide sequence is LKTRPILSPLTKGIL. The MHC is HLA-DQA10101-DQB10501 with pseudo-sequence HLA-DQA10101-DQB10501. The binding affinity (normalized) is 0.0238. (3) The peptide sequence is GELQIVDKIDAAFKE. The MHC is DRB1_0404 with pseudo-sequence DRB1_0404. The binding affinity (normalized) is 0.470. (4) The peptide sequence is SVCNKVKGLKVFNTR. The binding affinity (normalized) is 1.00. The MHC is DRB1_0101 with pseudo-sequence DRB1_0101.